From a dataset of Full USPTO retrosynthesis dataset with 1.9M reactions from patents (1976-2016). Predict the reactants needed to synthesize the given product. Given the product [C:1]([NH:10][C:11]1[CH:12]=[C:13]2[C:17](=[CH:18][CH:19]=1)[N:16]([CH2:20][C:21]1[CH:26]=[CH:25][C:24]([Cl:27])=[C:23]([Cl:28])[CH:22]=1)[CH:15]=[C:14]2[CH:29]=[C:30]1[S:34][C:33](=[O:35])[NH:32][C:31]1=[O:36])(=[O:8])[C:2]1[CH:7]=[CH:6][CH:5]=[CH:4][CH:3]=1, predict the reactants needed to synthesize it. The reactants are: [C:1](Cl)(=[O:8])[C:2]1[CH:7]=[CH:6][CH:5]=[CH:4][CH:3]=1.[NH2:10][C:11]1[CH:12]=[C:13]2[C:17](=[CH:18][CH:19]=1)[N:16]([CH2:20][C:21]1[CH:26]=[CH:25][C:24]([Cl:27])=[C:23]([Cl:28])[CH:22]=1)[CH:15]=[C:14]2[CH:29]=[C:30]1[S:34][C:33](=[O:35])[NH:32][C:31]1=[O:36].